Dataset: Full USPTO retrosynthesis dataset with 1.9M reactions from patents (1976-2016). Task: Predict the reactants needed to synthesize the given product. (1) Given the product [NH2:11][CH2:12][C:13]1[NH:17][C:16]2[CH:18]=[CH:19][CH:20]=[C:21]([N:22]3[CH2:27][CH2:26][N:25]([C:28]([O:30][C:31]([CH3:34])([CH3:33])[CH3:32])=[O:29])[CH2:24][CH2:23]3)[C:15]=2[N:14]=1, predict the reactants needed to synthesize it. The reactants are: C1(COC([NH:11][CH2:12][C:13]2[NH:17][C:16]3[CH:18]=[CH:19][CH:20]=[C:21]([N:22]4[CH2:27][CH2:26][N:25]([C:28]([O:30][C:31]([CH3:34])([CH3:33])[CH3:32])=[O:29])[CH2:24][CH2:23]4)[C:15]=3[N:14]=2)=O)C=CC=CC=1.[H][H]. (2) The reactants are: [C:1]([C:5]1[CH:9]=[CH:8][C-:7]([C:10](=O)[CH3:11])[C:6]=1[C:13]([CH3:16])([CH3:15])[CH3:14])([CH3:4])([CH3:3])[CH3:2].[C:17]([C-:20]1[CH:24]=[CH:23][CH:22]=[CH:21]1)(=O)[CH3:18].[Fe+2:25].[Al+3].[Cl-].[Cl-].[Cl-].[H-].[H-].[H-].[H-].[Li+].[Al+3]. Given the product [C:1]([C:5]1[CH:9]=[CH:8][C-:7]([CH2:10][CH3:11])[C:6]=1[C:13]([CH3:14])([CH3:16])[CH3:15])([CH3:4])([CH3:3])[CH3:2].[CH2:17]([C-:20]1[CH:24]=[CH:23][CH:22]=[CH:21]1)[CH3:18].[Fe+2:25], predict the reactants needed to synthesize it. (3) The reactants are: [NH2:1][C:2]1[C:3]([C:9]([OH:11])=O)=[CH:4][C:5]([Cl:8])=[N:6][CH:7]=1.O.[CH:13]([NH2:15])=O. Given the product [Cl:8][C:5]1[N:6]=[CH:7][C:2]2[N:1]=[CH:13][NH:15][C:9](=[O:11])[C:3]=2[CH:4]=1, predict the reactants needed to synthesize it. (4) Given the product [OH:24][C:21]([CH3:23])([CH3:22])[C:20]([C:17]1[CH:18]=[CH:19][C:14]([O:13][CH2:12][CH2:11][O:10][CH2:9][CH2:8][O:7][CH2:6][CH2:5][O:4][CH2:3][CH2:2][I:26])=[CH:15][CH:16]=1)=[O:25], predict the reactants needed to synthesize it. The reactants are: Cl[CH2:2][CH2:3][O:4][CH2:5][CH2:6][O:7][CH2:8][CH2:9][O:10][CH2:11][CH2:12][O:13][C:14]1[CH:19]=[CH:18][C:17]([C:20](=[O:25])[C:21]([OH:24])([CH3:23])[CH3:22])=[CH:16][CH:15]=1.[I-:26].[Na+]. (5) Given the product [C:1]([C:5]1[CH:10]=[CH:9][C:8]([C:11]2[CH:19]=[CH:18][CH:17]=[C:16]3[C:12]=2[CH2:13][C:14]([CH2:21][C:22]2([CH3:28])[CH2:23][CH2:24][CH2:25][CH2:26][CH2:27]2)=[CH:15]3)=[CH:7][CH:6]=1)([CH3:4])([CH3:2])[CH3:3], predict the reactants needed to synthesize it. The reactants are: [C:1]([C:5]1[CH:10]=[CH:9][C:8]([C:11]2[CH:19]=[CH:18][CH:17]=[C:16]3[C:12]=2[CH2:13][CH:14]([CH2:21][C:22]2([CH3:28])[CH2:27][CH2:26][CH2:25][CH2:24][CH2:23]2)[C:15]3=O)=[CH:7][CH:6]=1)([CH3:4])([CH3:3])[CH3:2].[BH4-].[Na+].C1(C)C=CC=CC=1.OS(O)(=O)=O. (6) The reactants are: [F:1][C:2]1([F:25])[O:6][C:5]2[CH:7]=[CH:8][C:9]([N:11]3[CH:16]=[CH:15][C:14](=[O:17])[C:13]([C:18](=O)/[CH:19]=[CH:20]/[N:21](C)C)=[N:12]3)=[CH:10][C:4]=2[O:3]1.[F:26][C:27]1[CH:32]=[CH:31][C:30]([F:33])=[CH:29][C:28]=1[NH:34]N. Given the product [F:1][C:2]1([F:25])[O:6][C:5]2[CH:7]=[CH:8][C:9]([N:11]3[CH:16]=[CH:15][C:14](=[O:17])[C:13]([C:18]4[N:34]([C:28]5[CH:29]=[C:30]([F:33])[CH:31]=[CH:32][C:27]=5[F:26])[N:21]=[CH:20][CH:19]=4)=[N:12]3)=[CH:10][C:4]=2[O:3]1, predict the reactants needed to synthesize it. (7) Given the product [CH2:1]([S:8][C:9]1[CH:14]=[CH:13][C:12]([NH:15][C:16]2[C:21]([O:22][CH3:23])=[CH:20][C:19]([C:24]3[CH:29]=[CH:28][C:27]([Cl:30])=[C:26]([CH3:31])[CH:25]=3)=[C:18]([F:32])[CH:17]=2)=[C:11]([NH:33][CH2:41][C:42]([O:44][CH2:45][CH3:46])=[O:43])[CH:10]=1)[C:2]1[CH:7]=[CH:6][CH:5]=[CH:4][CH:3]=1, predict the reactants needed to synthesize it. The reactants are: [CH2:1]([S:8][C:9]1[CH:10]=[C:11]([NH2:33])[C:12]([NH:15][C:16]2[C:21]([O:22][CH3:23])=[CH:20][C:19]([C:24]3[CH:29]=[CH:28][C:27]([Cl:30])=[C:26]([CH3:31])[CH:25]=3)=[C:18]([F:32])[CH:17]=2)=[CH:13][CH:14]=1)[C:2]1[CH:7]=[CH:6][CH:5]=[CH:4][CH:3]=1.C(=O)([O-])[O-].[K+].[K+].Br[CH2:41][C:42]([O:44][CH2:45][CH3:46])=[O:43].